Task: Predict the reaction yield, written as a fraction of the theoretical maximum amount of product (1.0 means a 100% yield; for example, 0.34 means a 34% yield).. Dataset: Reaction yield outcomes from USPTO patents with 853,638 reactions The reactants are C(OC([N:8]1[CH2:13][CH2:12][CH:11]([NH:14][C:15]([C:17]2[C:21]([NH:22][C:23](=[O:33])[C:24]3[C:29]([O:30][CH3:31])=[CH:28][CH:27]=[CH:26][C:25]=3[Cl:32])=[CH:20][NH:19][N:18]=2)=[O:16])[CH2:10][CH2:9]1)=O)(C)(C)C.C(N(C(C)C)CC)(C)C.[CH3:43][S:44](Cl)(=[O:46])=[O:45]. The catalyst is Cl.O1CCOCC1. The product is [CH3:43][S:44]([N:8]1[CH2:13][CH2:12][CH:11]([NH:14][C:15]([C:17]2[C:21]([NH:22][C:23](=[O:33])[C:24]3[C:29]([O:30][CH3:31])=[CH:28][CH:27]=[CH:26][C:25]=3[Cl:32])=[CH:20][NH:19][N:18]=2)=[O:16])[CH2:10][CH2:9]1)(=[O:46])=[O:45]. The yield is 0.360.